This data is from Full USPTO retrosynthesis dataset with 1.9M reactions from patents (1976-2016). The task is: Predict the reactants needed to synthesize the given product. (1) Given the product [CH:40]([OH:42])=[O:41].[N:36]1([CH2:6][CH2:7][CH2:8][O:9][C:10]2[CH:11]=[C:12]([C:16]3[N:20]([C:21]4[CH:26]=[CH:25][CH:24]=[C:23]([Cl:27])[CH:22]=4)[N:19]=[C:18]([C:28]([N:30]4[CH2:34][C:33](=[O:35])[NH:32][CH2:31]4)=[O:29])[CH:17]=3)[CH:13]=[CH:14][CH:15]=2)[CH2:39][CH2:38][CH2:37]1, predict the reactants needed to synthesize it. The reactants are: CS(O[CH2:6][CH2:7][CH2:8][O:9][C:10]1[CH:15]=[CH:14][CH:13]=[C:12]([C:16]2[N:20]([C:21]3[CH:26]=[CH:25][CH:24]=[C:23]([Cl:27])[CH:22]=3)[N:19]=[C:18]([C:28]([N:30]3[CH2:34][C:33](=[O:35])[NH:32][CH2:31]3)=[O:29])[CH:17]=2)[CH:11]=1)(=O)=O.[NH:36]1[CH2:39][CH2:38][CH2:37]1.[CH:40]([OH:42])=[O:41].ClC1C=C(N2C(C3C=CC=C(OCCCN(C)C)C=3)=CC(C(N3CC(=O)NC3)=O)=N2)C=CC=1. (2) Given the product [Br:18][C:19]1[CH:25]=[C:24]([Cl:26])[CH:23]=[C:22]([CH3:27])[C:20]=1[NH:21][C:2]1[N:6]([CH3:7])[C:5]2[C:8]([CH:13]([CH2:16][CH3:17])[CH2:14][CH3:15])=[CH:9][CH:10]=[C:11]([Cl:12])[C:4]=2[N:3]=1, predict the reactants needed to synthesize it. The reactants are: Cl[C:2]1[N:6]([CH3:7])[C:5]2[C:8]([CH:13]([CH2:16][CH3:17])[CH2:14][CH3:15])=[CH:9][CH:10]=[C:11]([Cl:12])[C:4]=2[N:3]=1.[Br:18][C:19]1[CH:25]=[C:24]([Cl:26])[CH:23]=[C:22]([CH3:27])[C:20]=1[NH2:21]. (3) Given the product [C:1]([O:5][C:6]([N:8]1[CH2:13][CH2:12][N:11]([C:14]([C:16]2[C:24]3[C:19](=[CH:20][C:21]([Cl:25])=[CH:22][CH:23]=3)[N:18]([C:26]3[CH:31]=[CH:30][CH:29]=[CH:28][CH:27]=3)[C:17]=2[O:40][C:35]2[CH:36]=[CH:37][CH:38]=[CH:39][C:34]=2[CH3:33])=[O:15])[CH2:10][CH2:9]1)=[O:7])([CH3:3])([CH3:4])[CH3:2], predict the reactants needed to synthesize it. The reactants are: [C:1]([O:5][C:6]([N:8]1[CH2:13][CH2:12][N:11]([C:14]([C:16]2[C:24]3[C:19](=[CH:20][C:21]([Cl:25])=[CH:22][CH:23]=3)[N:18]([C:26]3[CH:31]=[CH:30][CH:29]=[CH:28][CH:27]=3)[C:17]=2Cl)=[O:15])[CH2:10][CH2:9]1)=[O:7])([CH3:4])([CH3:3])[CH3:2].[CH3:33][C:34]1[CH:39]=[CH:38][CH:37]=[CH:36][C:35]=1[OH:40]. (4) Given the product [CH3:14][O:13][CH:12]([O:15][CH3:16])[C:11]1[C:2]([N:17]2[CH2:22][CH2:21][O:20][CH2:19][C:18]2=[O:23])=[CH:3][C:4]2[CH2:5][CH2:6][CH2:7][NH:8][C:9]=2[N:10]=1, predict the reactants needed to synthesize it. The reactants are: Br[C:2]1[CH:3]=[C:4]2[C:9](=[N:10][C:11]=1[CH:12]([O:15][CH3:16])[O:13][CH3:14])[NH:8][CH2:7][CH2:6][CH2:5]2.[NH:17]1[CH2:22][CH2:21][O:20][CH2:19][C:18]1=[O:23].[O-]P([O-])([O-])=O.[K+].[K+].[K+].[C@H]1(N)CCCC[C@@H]1N.